This data is from Full USPTO retrosynthesis dataset with 1.9M reactions from patents (1976-2016). The task is: Predict the reactants needed to synthesize the given product. (1) Given the product [OH:6][C:5]1[C:4]2[C:3](=[CH:11][C:10]([O:12][CH2:13][CH2:14][CH2:15][N:16]3[CH2:20][CH2:19][CH2:18][CH2:17]3)=[C:9]([O:21][CH3:22])[CH:8]=2)[N:2]=[CH:23][N:7]=1, predict the reactants needed to synthesize it. The reactants are: Cl.[NH2:2][C:3]1[CH:11]=[C:10]([O:12][CH2:13][CH2:14][CH2:15][N:16]2[CH2:20][CH2:19][CH2:18][CH2:17]2)[C:9]([O:21][CH3:22])=[CH:8][C:4]=1[C:5]([NH2:7])=[O:6].[CH3:23]N(C=NC=[N+](C)C)C.[Cl-].C(O)(=O)C.C([O-])(=O)C.[Na+]. (2) Given the product [CH3:1][O:2][C:3]1[CH:17]=[CH:16][C:6]([C:7]([O:9][CH2:10][C:11]2([CH2:14][C:18]#[N:19])[CH2:13][CH2:12]2)=[O:8])=[CH:5][CH:4]=1, predict the reactants needed to synthesize it. The reactants are: [CH3:1][O:2][C:3]1[CH:17]=[CH:16][C:6]([C:7]([O:9][CH2:10][C:11]2([CH2:14]Br)[CH2:13][CH2:12]2)=[O:8])=[CH:5][CH:4]=1.[C-:18]#[N:19].[K+].C(=O)(O)[O-].[Na+]. (3) Given the product [Cl:1][C:2]1[C:7]([Cl:8])=[CH:6][C:5]([O:9][CH3:10])=[CH:4][C:3]=1[C:15]1[N:20]=[C:19]([NH2:21])[N:18]=[C:17]([NH:22][CH3:23])[CH:16]=1, predict the reactants needed to synthesize it. The reactants are: [Cl:1][C:2]1[C:7]([Cl:8])=[CH:6][C:5]([O:9][CH3:10])=[CH:4][C:3]=1B(O)O.I[C:15]1[N:20]=[C:19]([NH2:21])[N:18]=[C:17]([NH:22][CH3:23])[CH:16]=1. (4) Given the product [CH:3]1([O:7][CH:9]([CH3:13])[C:10]([NH2:12])=[O:11])[CH2:6][CH2:5][CH2:4]1, predict the reactants needed to synthesize it. The reactants are: [H-].[Na+].[CH:3]1([OH:7])[CH2:6][CH2:5][CH2:4]1.Br[CH:9]([CH3:13])[C:10]([NH2:12])=[O:11]. (5) Given the product [Cl:1][C:2]1[CH:3]=[CH:4][C:5]([CH2:6][C:7]2[N:8]=[C:9]([O:33][CH2:34][CH2:35][CH3:36])[C:10]3[N:15]=[C:14]([C:16]4[CH:17]=[C:18]([CH3:32])[C:19]([O:23][CH2:24][CH:25]([OH:26])[CH2:29][OH:28])=[C:20]([CH3:22])[CH:21]=4)[O:13][C:11]=3[N:12]=2)=[CH:37][CH:38]=1, predict the reactants needed to synthesize it. The reactants are: [Cl:1][C:2]1[CH:38]=[CH:37][C:5]([CH2:6][C:7]2[N:8]=[C:9]([O:33][CH2:34][CH2:35][CH3:36])[C:10]3[N:15]=[C:14]([C:16]4[CH:21]=[C:20]([CH3:22])[C:19]([O:23][CH2:24][CH:25]5[CH2:29][O:28]C(C)(C)[O:26]5)=[C:18]([CH3:32])[CH:17]=4)[O:13][C:11]=3[N:12]=2)=[CH:4][CH:3]=1. (6) Given the product [CH2:1]([C:3]1[CH:8]=[CH:7][N:6]=[C:5]([CH:9]([CH2:30][C:31]2[CH:32]=[C:33]3[C:37](=[C:38]([CH3:40])[CH:39]=2)[NH:36][N:35]=[CH:34]3)[CH2:10][C:11]([N:13]2[CH2:14][CH2:15][CH:16]([N:19]3[CH2:28][C:27]4[C:22](=[CH:23][CH:24]=[CH:25][CH:26]=4)[NH:21][C:20]3=[O:29])[CH2:17][CH2:18]2)=[O:12])[CH:4]=1)[CH3:2], predict the reactants needed to synthesize it. The reactants are: [CH2:1]([C:3]1[CH:8]=[CH:7][N:6]=[C:5]([CH:9]([CH2:30][C:31]2[CH:39]=[C:38]([CH3:40])[C:37]3[C:33](=[CH:34][N:35](COCC[Si](C)(C)C)[N:36]=3)[CH:32]=2)[CH2:10][C:11]([N:13]2[CH2:18][CH2:17][CH:16]([N:19]3[CH2:28][C:27]4[C:22](=[CH:23][CH:24]=[CH:25][CH:26]=4)[NH:21][C:20]3=[O:29])[CH2:15][CH2:14]2)=[O:12])[CH:4]=1)[CH3:2].[F-].C([N+](CCCC)(CCCC)CCCC)CCC. (7) Given the product [CH2:19]([O:11][C:3]1[C:2]([F:1])=[C:7]([F:8])[CH:6]=[C:5]([F:9])[C:4]=1[F:10])[CH2:20][CH2:21][CH2:22][CH2:23][CH2:24][CH2:25][CH2:26][CH2:27][CH3:28], predict the reactants needed to synthesize it. The reactants are: [F:1][C:2]1[C:7]([F:8])=[CH:6][C:5]([F:9])=[C:4]([F:10])[C:3]=1[OH:11].C(=O)([O-])[O-].[K+].[K+].Br[CH2:19][CH2:20][CH2:21][CH2:22][CH2:23][CH2:24][CH2:25][CH2:26][CH2:27][CH3:28].O.